From a dataset of Peptide-MHC class II binding affinity with 134,281 pairs from IEDB. Regression. Given a peptide amino acid sequence and an MHC pseudo amino acid sequence, predict their binding affinity value. This is MHC class II binding data. (1) The peptide sequence is CGDGIFIFRDSDDWL. The MHC is DRB3_0101 with pseudo-sequence DRB3_0101. The binding affinity (normalized) is 0.541. (2) The peptide sequence is QRRFGGTVIRNPLSR. The MHC is DRB1_0404 with pseudo-sequence DRB1_0404. The binding affinity (normalized) is 0.808. (3) The peptide sequence is IIGVLHQNFKDTSMQ. The MHC is DRB1_0901 with pseudo-sequence DRB1_0901. The binding affinity (normalized) is 0.532. (4) The peptide sequence is EVFFQRLGIASGRARY. The MHC is DRB4_0101 with pseudo-sequence DRB4_0103. The binding affinity (normalized) is 0.602. (5) The peptide sequence is SLVTAIPTVLDPLIE. The MHC is H-2-IAd with pseudo-sequence H-2-IAd. The binding affinity (normalized) is 0.345.